From a dataset of Catalyst prediction with 721,799 reactions and 888 catalyst types from USPTO. Predict which catalyst facilitates the given reaction. (1) Reactant: [Cl:1][C:2]1[CH:7]=[CH:6][C:5]([C@H:8]([NH:12][S@](C(C)(C)C)=O)[CH:9]([CH3:11])[CH3:10])=[CH:4][C:3]=1[CH3:19]. Product: [Cl:1][C:2]1[CH:7]=[CH:6][C:5]([C@H:8]([NH2:12])[CH:9]([CH3:10])[CH3:11])=[CH:4][C:3]=1[CH3:19]. The catalyst class is: 240. (2) Reactant: C([O:8][C:9]1[CH:34]=[CH:33][C:12]([CH2:13][CH2:14][NH:15][C:16]([C:18]2[C:19]([NH:26][CH:27]3[CH2:32][CH2:31][CH2:30][CH2:29][CH2:28]3)=[N:20][C:21]([C:24]#[N:25])=[N:22][CH:23]=2)=[O:17])=[CH:11][CH:10]=1)C1C=CC=CC=1.B(Br)(Br)Br. Product: [C:24]([C:21]1[N:20]=[C:19]([NH:26][CH:27]2[CH2:32][CH2:31][CH2:30][CH2:29][CH2:28]2)[C:18]([C:16]([NH:15][CH2:14][CH2:13][C:12]2[CH:33]=[CH:34][C:9]([OH:8])=[CH:10][CH:11]=2)=[O:17])=[CH:23][N:22]=1)#[N:25]. The catalyst class is: 4. (3) Reactant: [CH3:1][C:2]1(C)OC(=O)[CH:5]([C:9]([C:11]2[CH:12]=[CH:13][C:14]3[O:18][C:17]([CH3:19])=[CH:16][C:15]=3[CH:20]=2)=[O:10])[C:4](=[O:21])[O:3]1. Product: [CH3:19][C:17]1[O:18][C:14]2[CH:13]=[CH:12][C:11]([C:9](=[O:10])[CH2:5][C:4]([O:3][CH2:2][CH3:1])=[O:21])=[CH:20][C:15]=2[CH:16]=1. The catalyst class is: 8. (4) Reactant: [CH3:1][S:2]([C:5]1[CH:10]=[CH:9][C:8]([OH:11])=[CH:7][CH:6]=1)(=[O:4])=[O:3].[H-].[Na+].[C:14]([O:18][C:19]([N:21]1[CH2:26][CH2:25][CH:24]([N:27]2[C:31]3=[N:32][C:33]([Cl:37])=[N:34][C:35](Cl)=[C:30]3[CH:29]=[N:28]2)[CH2:23][CH2:22]1)=[O:20])([CH3:17])([CH3:16])[CH3:15].[Cl-].[NH4+]. Product: [C:14]([O:18][C:19]([N:21]1[CH2:26][CH2:25][CH:24]([N:27]2[C:31]3=[N:32][C:33]([Cl:37])=[N:34][C:35]([O:11][C:8]4[CH:9]=[CH:10][C:5]([S:2]([CH3:1])(=[O:3])=[O:4])=[CH:6][CH:7]=4)=[C:30]3[CH:29]=[N:28]2)[CH2:23][CH2:22]1)=[O:20])([CH3:17])([CH3:15])[CH3:16]. The catalyst class is: 7. (5) Reactant: [C:1]([C:4]1[CH:9]=[CH:8][CH:7]=[CH:6][CH:5]=1)(=[O:3])[CH3:2]. Product: [C:4]1([C@H:1]([OH:3])[CH3:2])[CH:9]=[CH:8][CH:7]=[CH:6][CH:5]=1. The catalyst class is: 41. (6) Reactant: [C:1]([NH:6][NH:7][C:8]([C:10]1[C:14]([CH3:15])=[C:13]([C:16]2[CH:21]=[CH:20][C:19]([Cl:22])=[CH:18][CH:17]=2)[N:12]([C:23]2[CH:28]=[CH:27][C:26]([Cl:29])=[CH:25][C:24]=2[Cl:30])[N:11]=1)=O)(=[O:5])[CH2:2][CH2:3][CH3:4].CC[N+](S(N=C(OC)[O-])(=O)=O)(CC)CC. Product: [Cl:22][C:19]1[CH:20]=[CH:21][C:16]([C:13]2[N:12]([C:23]3[CH:28]=[CH:27][C:26]([Cl:29])=[CH:25][C:24]=3[Cl:30])[N:11]=[C:10]([C:8]3[O:5][C:1]([CH2:2][CH2:3][CH3:4])=[N:6][N:7]=3)[C:14]=2[CH3:15])=[CH:17][CH:18]=1. The catalyst class is: 1. (7) Reactant: [Cl:1][C:2]1[CH:29]=[CH:28][CH:27]=[CH:26][C:3]=1[CH2:4][N:5]1[C:13]2[C:8](=[CH:9][CH:10]=[CH:11][CH:12]=2)[C:7](O)([C:14]2[CH:19]=[C:18]([CH3:20])[C:17]([O:21][CH3:22])=[C:16]([CH3:23])[CH:15]=2)[C:6]1=[O:25].C([SiH](CC)CC)C.B(F)(F)F.CCOCC. Product: [Cl:1][C:2]1[CH:29]=[CH:28][CH:27]=[CH:26][C:3]=1[CH2:4][N:5]1[C:13]2[C:8](=[CH:9][CH:10]=[CH:11][CH:12]=2)[CH:7]([C:14]2[CH:19]=[C:18]([CH3:20])[C:17]([O:21][CH3:22])=[C:16]([CH3:23])[CH:15]=2)[C:6]1=[O:25]. The catalyst class is: 68. (8) Reactant: [Cl:1][C:2]1[CH:3]=[CH:4][C:5]([N:38]2[CH:42]=[N:41][N:40]=[N:39]2)=[C:6]([C:8]#[C:9][C:10]([N:12]2[CH2:21][CH2:20][C:19]3[C:14](=[CH:15][CH:16]=[CH:17][CH:18]=3)[C@H:13]2[C:22]([NH:24][C:25]2[CH:37]=[CH:36][C:28]([C:29]([O:31]C(C)(C)C)=[O:30])=[CH:27][CH:26]=2)=[O:23])=[O:11])[CH:7]=1.F[P-](F)(F)(F)(F)F.N1(O[P+](N(C)C)(N(C)C)N(C)C)C2C=CC=CC=2N=N1.CCN(C(C)C)C(C)C. Product: [Cl:1][C:2]1[CH:3]=[CH:4][C:5]([N:38]2[CH:42]=[N:41][N:40]=[N:39]2)=[C:6]([C:8]#[C:9][C:10]([N:12]2[CH2:21][CH2:20][C:19]3[C:14](=[CH:15][CH:16]=[CH:17][CH:18]=3)[C@H:13]2[C:22]([NH:24][C:25]2[CH:26]=[CH:27][C:28]([C:29]([OH:31])=[O:30])=[CH:36][CH:37]=2)=[O:23])=[O:11])[CH:7]=1. The catalyst class is: 3. (9) Reactant: [Cl:1][C:2]1[C:7]([CH:8]=O)=[C:6](Cl)[CH:5]=[C:4]([Cl:11])[N:3]=1.O.[NH2:13][NH2:14]. Product: [Cl:1][C:2]1[C:7]2[CH:8]=[N:13][NH:14][C:6]=2[CH:5]=[C:4]([Cl:11])[N:3]=1. The catalyst class is: 57. (10) Reactant: [CH3:1][C:2]1[CH:7]=[CH:6][C:5]([C:8]2[CH:13]=[CH:12][C:11]([C:14]3[O:18][N:17]=[C:16]([C:19]4[CH:45]=[CH:44][C:22]([CH2:23][N:24]([CH2:36][C:37]([O:39][C:40]([CH3:43])([CH3:42])[CH3:41])=[O:38])[C:25](=[O:35])[C:26]5[CH:31]=[CH:30][C:29]([N+:32]([O-])=O)=[CH:28][CH:27]=5)=[CH:21][CH:20]=4)[N:15]=3)=[CH:10][CH:9]=2)=[CH:4][CH:3]=1.O.S(S([O-])=O)([O-])=O.[Na+].[Na+]. Product: [NH2:32][C:29]1[CH:30]=[CH:31][C:26]([C:25]([N:24]([CH2:36][C:37]([O:39][C:40]([CH3:41])([CH3:42])[CH3:43])=[O:38])[CH2:23][C:22]2[CH:21]=[CH:20][C:19]([C:16]3[N:15]=[C:14]([C:11]4[CH:12]=[CH:13][C:8]([C:5]5[CH:6]=[CH:7][C:2]([CH3:1])=[CH:3][CH:4]=5)=[CH:9][CH:10]=4)[O:18][N:17]=3)=[CH:45][CH:44]=2)=[O:35])=[CH:27][CH:28]=1. The catalyst class is: 220.